This data is from Forward reaction prediction with 1.9M reactions from USPTO patents (1976-2016). The task is: Predict the product of the given reaction. (1) Given the reactants [NH2:1][C:2]1[CH:7]=[CH:6][C:5]([C:8](=[O:10])[CH3:9])=[CH:4][C:3]=1Br.C1(P(C2CCCCC2)C2C=CC=CC=2C2C(OC)=CC=CC=2OC)CCCCC1.[O-]P([O-])([O-])=O.[K+].[K+].[K+].[CH3:49][C:50]1([CH3:65])[CH2:55][CH2:54][C:53](B2OC(C)(C)C(C)(C)O2)=[CH:52][CH2:51]1, predict the reaction product. The product is: [NH2:1][C:2]1[CH:7]=[CH:6][C:5]([C:8](=[O:10])[CH3:9])=[CH:4][C:3]=1[C:53]1[CH2:54][CH2:55][C:50]([CH3:65])([CH3:49])[CH2:51][CH:52]=1. (2) Given the reactants Cl[C:2]1[N:10]=[C:9]2[C:5]([N:6]=[C:7]([CH2:12][CH2:13][N:14]3[CH2:19][CH2:18][CH:17]([C:20]([OH:23])([CH3:22])[CH3:21])[CH2:16][CH2:15]3)[N:8]2[CH3:11])=[C:4]([N:24]2[CH2:29][CH2:28][O:27][CH2:26][CH2:25]2)[N:3]=1.[CH3:30][C:31]1[NH:32][C:33]2[CH:39]=[CH:38][CH:37]=[CH:36][C:34]=2[N:35]=1.CC(C1C=C(C(C)C)C(C2C=CC=CC=2P(C2CCCCC2)C2CCCCC2)=C(C(C)C)C=1)C.C([O-])([O-])=O.[Cs+].[Cs+], predict the reaction product. The product is: [CH3:11][N:8]1[C:7]([CH2:12][CH2:13][N:14]2[CH2:19][CH2:18][CH:17]([C:20]([OH:23])([CH3:21])[CH3:22])[CH2:16][CH2:15]2)=[N:6][C:5]2[C:9]1=[N:10][C:2]([N:32]1[C:33]3[CH:39]=[CH:38][CH:37]=[CH:36][C:34]=3[N:35]=[C:31]1[CH3:30])=[N:3][C:4]=2[N:24]1[CH2:29][CH2:28][O:27][CH2:26][CH2:25]1. (3) Given the reactants C(N(CC)CC)C.I[C:9]1[CH:14]=[CH:13][C:12]([I:15])=[CH:11][CH:10]=1.[CH2:16]([O:23][C:24](=[O:30])[NH:25][CH2:26][CH2:27][C:28]#[CH:29])[C:17]1[CH:22]=[CH:21][CH:20]=[CH:19][CH:18]=1, predict the reaction product. The product is: [CH2:16]([O:23][C:24](=[O:30])[NH:25][CH2:26][CH2:27][C:28]#[C:29][C:9]1[CH:14]=[CH:13][C:12]([I:15])=[CH:11][CH:10]=1)[C:17]1[CH:22]=[CH:21][CH:20]=[CH:19][CH:18]=1. (4) Given the reactants [CH3:1][CH2:2][O:3][C:4]([C:6]1[NH:7][C:8]2[C:13]([CH:14]=1)=[CH:12][C:11]([C:15]([OH:17])=O)=[CH:10][CH:9]=2)=[O:5].F[B-](F)(F)F.N1(OC(N(C)C)=[N+](C)C)C2C=CC=CC=2N=N1.[CH:40]([N:43]1[CH2:48][CH2:47][NH:46][CH2:45][CH2:44]1)([CH3:42])[CH3:41].C(N(CC)C(C)C)(C)C.C(=O)(O)[O-].[Na+], predict the reaction product. The product is: [CH2:2]([O:3][C:4]([C:6]1[NH:7][C:8]2[C:13]([CH:14]=1)=[CH:12][C:11]([C:15]([N:46]1[CH2:47][CH2:48][N:43]([CH:40]([CH3:42])[CH3:41])[CH2:44][CH2:45]1)=[O:17])=[CH:10][CH:9]=2)=[O:5])[CH3:1]. (5) Given the reactants Br[C:2]1[CH:7]=[CH:6][C:5]([CH2:8][C@@H:9]([NH:18][C:19]([C:21]2[N:22]=[N:23][NH:24][CH:25]=2)=[O:20])[CH2:10][C@:11]([CH2:16][OH:17])([CH3:15])[C:12]([OH:14])=[O:13])=[CH:4][CH:3]=1.[CH3:26][C:27]1[CH:28]=[C:29](B(O)O)[CH:30]=[CH:31][CH:32]=1.C(=O)([O-])[O-].[Na+].[Na+].O, predict the reaction product. The product is: [OH:17][CH2:16][C@:11]([CH3:15])([CH2:10][C@H:9]([NH:18][C:19]([C:21]1[N:22]=[N:23][NH:24][CH:25]=1)=[O:20])[CH2:8][C:5]1[CH:6]=[CH:7][C:2]([C:31]2[CH:30]=[CH:29][CH:28]=[C:27]([CH3:26])[CH:32]=2)=[CH:3][CH:4]=1)[C:12]([OH:14])=[O:13]. (6) Given the reactants [N+:1]([O-:4])([O-])=[O:2].[K+].FC(F)(F)C(O)=O.[C:13]([N:16]1[CH2:20][CH2:19][CH2:18][CH:17]1[C:21]1[CH:26]=[CH:25][C:24]([NH:27][C:28]([C:30]2[CH:35]=[CH:34][CH:33]=[CH:32][N:31]=2)=[O:29])=[CH:23][C:22]=1[F:36])(=[O:15])[CH3:14], predict the reaction product. The product is: [C:13]([N:16]1[CH2:20][CH2:19][CH2:18][CH:17]1[C:21]1[C:22]([F:36])=[CH:23][C:24]([NH:27][C:28]([C:30]2[CH:35]=[CH:34][CH:33]=[CH:32][N:31]=2)=[O:29])=[C:25]([N+:1]([O-:4])=[O:2])[CH:26]=1)(=[O:15])[CH3:14].